Predict which catalyst facilitates the given reaction. From a dataset of Catalyst prediction with 721,799 reactions and 888 catalyst types from USPTO. (1) Reactant: [Cl:1][C:2]1[N:7]=[CH:6][C:5]([C:8]2[CH:9]=[N:10][CH:11]=[C:12]([O:14][CH3:15])[CH:13]=2)=[C:4]([NH2:16])[CH:3]=1.[H-].[Na+].Cl[C:20]1[C:29]2[C:24](=[CH:25][C:26]([F:31])=[CH:27][C:28]=2[F:30])[N:23]=[C:22]([N:32]2[CH2:36][CH2:35][CH2:34][C:33]2=[O:37])[C:21]=1[CH3:38].O. Product: [Cl:1][C:2]1[N:7]=[CH:6][C:5]([C:8]2[CH:9]=[N:10][CH:11]=[C:12]([O:14][CH3:15])[CH:13]=2)=[C:4]([NH:16][C:20]2[C:29]3[C:24](=[CH:25][C:26]([F:31])=[CH:27][C:28]=3[F:30])[N:23]=[C:22]([N:32]3[CH2:36][CH2:35][CH2:34][C:33]3=[O:37])[C:21]=2[CH3:38])[CH:3]=1. The catalyst class is: 3. (2) Reactant: CS(C)=O.[Cl:5][C:6]1[CH:7]=[C:8]2[C:16](=[C:17]([N+:20]([O-:22])=[O:21])[C:18]=1F)[NH:15][C:14]1[CH:13]=[N:12][CH:11]=[CH:10][C:9]2=1.[CH3:23][N:24]1[CH2:29][CH2:28][NH:27][CH2:26][CH2:25]1.CCN(C(C)C)C(C)C. Product: [Cl:5][C:6]1[CH:7]=[C:8]2[C:16](=[C:17]([N+:20]([O-:22])=[O:21])[C:18]=1[N:27]1[CH2:28][CH2:29][N:24]([CH3:23])[CH2:25][CH2:26]1)[NH:15][C:14]1[CH:13]=[N:12][CH:11]=[CH:10][C:9]2=1. The catalyst class is: 6. (3) Reactant: [O:1]=[C:2]1[NH:7][N:6]=[CH:5][C:4]([C:8]([O:10][CH3:11])=[O:9])=[CH:3]1.[CH3:12]OC(OC)N(C)C. Product: [CH3:12][N:7]1[C:2](=[O:1])[CH:3]=[C:4]([C:8]([O:10][CH3:11])=[O:9])[CH:5]=[N:6]1. The catalyst class is: 3. (4) Reactant: [C:1]1(/[CH:7]=[CH:8]/[C:9]2[CH:10]=[C:11]([C:15]3[N:16]=[C:17]([CH2:20][N:21]4[CH:25]=[C:24]([C:26]([OH:28])=[O:27])[CH:23]=[N:22]4)[S:18][CH:19]=3)[CH:12]=[CH:13][CH:14]=2)[CH:6]=[CH:5][CH:4]=[CH:3][CH:2]=1. Product: [C:1]1([CH2:7][CH2:8][C:9]2[CH:10]=[C:11]([C:15]3[N:16]=[C:17]([CH2:20][N:21]4[CH:25]=[C:24]([C:26]([OH:28])=[O:27])[CH:23]=[N:22]4)[S:18][CH:19]=3)[CH:12]=[CH:13][CH:14]=2)[CH:6]=[CH:5][CH:4]=[CH:3][CH:2]=1. The catalyst class is: 29. (5) Reactant: [CH3:1][C:2]1[CH:3]=[C:4]2[C:8](=[CH:9][CH:10]=1)[C:7](=[O:11])[N:6](CC=CC1C=CC=CC=1)[CH2:5]2.C(O)C. Product: [CH3:1][C:2]1[CH:3]=[C:4]2[C:8](=[CH:9][CH:10]=1)[C:7](=[O:11])[NH:6][CH2:5]2. The catalyst class is: 195. (6) Reactant: [CH3:1][C:2]1[C:3]([CH2:14][S:15]([C:17]2[NH:21][C:20]3[CH:22]=[CH:23][CH:24]=[CH:25][C:19]=3[N:18]=2)=[O:16])=[N:4][CH:5]=[CH:6][C:7]=1[O:8][CH2:9][C:10]([F:13])([F:12])[F:11].[H-].[Na+].[C:28]1([CH3:56])[CH:33]=[CH:32][C:31]([S:34]([CH2:37][CH2:38][O:39][C:40](=[O:55])[CH2:41][O:42][C:43]2[CH:48]=[C:47]([CH3:49])[C:46]([S:50](Cl)(=[O:52])=[O:51])=[C:45]([CH3:54])[CH:44]=2)(=[O:36])=[O:35])=[CH:30][CH:29]=1.O. Product: [C:28]1([CH3:56])[CH:33]=[CH:32][C:31]([S:34]([CH2:37][CH2:38][O:39][C:40](=[O:55])[CH2:41][O:42][C:43]2[CH:44]=[C:45]([CH3:54])[C:46]([S:50]([N:21]3[C:20]4[CH:22]=[CH:23][CH:24]=[CH:25][C:19]=4[N:18]=[C:17]3[S:15]([CH2:14][C:3]3[C:2]([CH3:1])=[C:7]([O:8][CH2:9][C:10]([F:13])([F:11])[F:12])[CH:6]=[CH:5][N:4]=3)=[O:16])(=[O:51])=[O:52])=[C:47]([CH3:49])[CH:48]=2)(=[O:35])=[O:36])=[CH:30][CH:29]=1. The catalyst class is: 2. (7) Reactant: [Cl:1][C:2]1[CH:7]=[CH:6][C:5]([NH:8]C(=O)OC(C)(C)C)=[C:4]([CH:16]([C:18]2[CH:23]=[CH:22][CH:21]=[C:20]([O:24][CH3:25])[C:19]=2[O:26][CH:27]([F:29])[F:28])[OH:17])[CH:3]=1.Cl.[OH-].[Na+]. Product: [NH2:8][C:5]1[CH:6]=[CH:7][C:2]([Cl:1])=[CH:3][C:4]=1[CH:16]([C:18]1[CH:23]=[CH:22][CH:21]=[C:20]([O:24][CH3:25])[C:19]=1[O:26][CH:27]([F:29])[F:28])[OH:17]. The catalyst class is: 12. (8) Reactant: Cl.Cl.[CH3:3][CH:4]([N:6]1[CH2:12][CH2:11][CH2:10][NH:9][CH2:8][CH2:7]1)[CH3:5].C(N(C(C)C)CC)(C)C.[C:22]([O:26][C:27]([N:29]1[CH2:33][CH2:32][C@H:31]([C:34](O)=[O:35])[CH2:30]1)=[O:28])([CH3:25])([CH3:24])[CH3:23].C1C=CC2N(O)N=NC=2C=1. Product: [CH3:3][CH:4]([N:6]1[CH2:12][CH2:11][CH2:10][N:9]([C:34]([C@H:31]2[CH2:32][CH2:33][N:29]([C:27]([O:26][C:22]([CH3:25])([CH3:24])[CH3:23])=[O:28])[CH2:30]2)=[O:35])[CH2:8][CH2:7]1)[CH3:5]. The catalyst class is: 607. (9) Reactant: [Br:1][C:2]1[CH:8]=[C:7]([Cl:9])[CH:6]=[CH:5][C:3]=1[NH2:4].C[Si]([N-][Si](C)(C)C)(C)C.[Na+].[C:20](O[C:20]([O:22][C:23]([CH3:26])([CH3:25])[CH3:24])=[O:21])([O:22][C:23]([CH3:26])([CH3:25])[CH3:24])=[O:21]. The catalyst class is: 7. Product: [Br:1][C:2]1[CH:8]=[C:7]([Cl:9])[CH:6]=[CH:5][C:3]=1[NH:4][C:20](=[O:21])[O:22][C:23]([CH3:26])([CH3:25])[CH3:24].